From a dataset of Reaction yield outcomes from USPTO patents with 853,638 reactions. Predict the reaction yield, written as a fraction of the theoretical maximum amount of product (1.0 means a 100% yield; for example, 0.34 means a 34% yield). (1) The reactants are [NH2:1][C:2]1[S:3][C:4]2[CH:10]=[C:9]([O:11][C:12]3[CH:13]=[C:14]([NH:18][C:19](=[O:31])[C:20]4[CH:25]=[CH:24][CH:23]=[C:22]([C:26]5([C:29]#[N:30])[CH2:28][CH2:27]5)[CH:21]=4)[CH:15]=[CH:16][CH:17]=3)[CH:8]=[CH:7][C:5]=2[N:6]=1.C([O:35][CH2:36][C:37](Cl)=[O:38])(=O)C. The catalyst is CN(C)C1C=CN=CC=1.N1C=CC=CC=1. The product is [C:29]([C:26]1([C:22]2[CH:21]=[C:20]([CH:25]=[CH:24][CH:23]=2)[C:19]([NH:18][C:14]2[CH:15]=[CH:16][CH:17]=[C:12]([O:11][C:9]3[CH:8]=[CH:7][C:5]4[N:6]=[C:2]([NH:1][C:36](=[O:35])[CH2:37][OH:38])[S:3][C:4]=4[CH:10]=3)[CH:13]=2)=[O:31])[CH2:27][CH2:28]1)#[N:30]. The yield is 0.260. (2) The reactants are [C:1]([O:5][C:6]([N:8]1[CH2:13][CH2:12][CH2:11][C@H:10]([C:14](=[NH:17])[NH:15][OH:16])[CH2:9]1)=[O:7])([CH3:4])([CH3:3])[CH3:2].[F:18][C:19]1[CH:24]=[CH:23][C:22]([CH2:25][C:26](O)=O)=[CH:21][CH:20]=1.C1C=CC2N(O)N=NC=2C=1.CCN=C=NCCCN(C)C.Cl.C(N(CC)CC)C. The catalyst is O1CCOCC1. The product is [C:1]([O:5][C:6]([N:8]1[CH2:13][CH2:12][CH2:11][C@H:10]([C:14]2[N:17]=[C:26]([CH2:25][C:22]3[CH:23]=[CH:24][C:19]([F:18])=[CH:20][CH:21]=3)[O:16][N:15]=2)[CH2:9]1)=[O:7])([CH3:4])([CH3:2])[CH3:3]. The yield is 0.200.